Dataset: Catalyst prediction with 721,799 reactions and 888 catalyst types from USPTO. Task: Predict which catalyst facilitates the given reaction. (1) Reactant: Cl[C:2]1[CH:11]=[CH:10][CH:9]=[C:8]2[C:3]=1[CH:4]=[CH:5][C:6]([C:12]1[CH:17]=[C:16]([CH3:18])[CH:15]=[C:14]([CH3:19])[CH:13]=1)=[N:7]2.[CH:20]([C:23]1[CH:28]=[CH:27][C:26](B(O)O)=[CH:25][CH:24]=1)([CH3:22])[CH3:21].C1(P(C2CCCCC2)C2C=CC=CC=2C2C(OC)=CC=CC=2OC)CCCCC1.[O-]P([O-])([O-])=O.[K+].[K+].[K+]. Product: [CH3:19][C:14]1[CH:13]=[C:12]([C:6]2[CH:5]=[CH:4][C:3]3[C:8](=[CH:9][CH:10]=[CH:11][C:2]=3[C:26]3[CH:27]=[CH:28][C:23]([CH:20]([CH3:22])[CH3:21])=[CH:24][CH:25]=3)[N:7]=2)[CH:17]=[C:16]([CH3:18])[CH:15]=1. The catalyst class is: 882. (2) Reactant: [H-].[Na+].[CH:3]1([C:6]2[N:7]=[C:8]3[CH:13]=[CH:12][C:11]([N:14]4[CH:19]=[CH:18][C:17]([OH:20])=[CH:16][C:15]4=[O:21])=[CH:10][N:9]3[C:22]=2[CH3:23])[CH2:5][CH2:4]1.[F:24][C:25]1[CH:32]=[C:31]([F:33])[CH:30]=[CH:29][C:26]=1[CH2:27]Br. Product: [CH:3]1([C:6]2[N:7]=[C:8]3[CH:13]=[CH:12][C:11]([N:14]4[CH:19]=[CH:18][C:17]([O:20][CH2:27][C:26]5[CH:29]=[CH:30][C:31]([F:33])=[CH:32][C:25]=5[F:24])=[CH:16][C:15]4=[O:21])=[CH:10][N:9]3[C:22]=2[CH3:23])[CH2:5][CH2:4]1. The catalyst class is: 1.